This data is from Catalyst prediction with 721,799 reactions and 888 catalyst types from USPTO. The task is: Predict which catalyst facilitates the given reaction. (1) Reactant: [C:1]1([C:7]2[CH:11]=[C:10]([C:12]([O:14]C)=[O:13])[O:9][N:8]=2)[CH:6]=[CH:5][CH:4]=[CH:3][CH:2]=1.[OH-].[Na+]. Product: [C:1]1([C:7]2[CH:11]=[C:10]([C:12]([OH:14])=[O:13])[O:9][N:8]=2)[CH:2]=[CH:3][CH:4]=[CH:5][CH:6]=1. The catalyst class is: 12. (2) Reactant: [NH2:1][C:2]1[S:3][CH:4]=[C:5]([C:7](=[O:10])[CH2:8][CH3:9])[N:6]=1.[I:11]N1C(=O)CCC1=O. Product: [NH2:1][C:2]1[S:3][C:4]([I:11])=[C:5]([C:7](=[O:10])[CH2:8][CH3:9])[N:6]=1. The catalyst class is: 4. (3) Reactant: [OH:1][C:2]1([CH2:8][C@H:9]2[CH2:14][CH2:13][C@@H:12]([NH:15][C:16]([C:18]3[C:26]4[C:21](=[CH:22][CH:23]=[CH:24][CH:25]=4)[N:20]([CH:27]([CH3:29])[CH3:28])[N:19]=3)=[O:17])[CH2:11][N:10]2C(OC(C)(C)C)=O)[CH2:7][CH2:6][O:5][CH2:4][CH2:3]1.Cl. Product: [OH:1][C:2]1([CH2:8][C@H:9]2[NH:10][CH2:11][C@@H:12]([NH:15][C:16]([C:18]3[C:26]4[C:21](=[CH:22][CH:23]=[CH:24][CH:25]=4)[N:20]([CH:27]([CH3:29])[CH3:28])[N:19]=3)=[O:17])[CH2:13][CH2:14]2)[CH2:7][CH2:6][O:5][CH2:4][CH2:3]1. The catalyst class is: 5. (4) Reactant: [CH3:1][O:2][C:3]1[CH:4]=[C:5]2[C:14](=[CH:15][CH:16]=1)[CH:13]([CH2:17]OS(C1C=CC(C)=CC=1)(=O)=O)[CH:12]([C:29]1[CH:34]=[CH:33][C:32]([O:35][CH3:36])=[CH:31][CH:30]=1)[CH:11]1[CH:6]2[CH2:7][CH2:8][CH2:9][CH2:10]1.[H-].[Al+3].[Li+].[H-].[H-].[H-].O1CCCC1.[C@H](O)(C([O-])=O)[C@@H](O)C([O-])=O.[Na+].[K+]. Product: [CH3:1][O:2][C:3]1[CH:4]=[C:5]2[C:14](=[CH:15][CH:16]=1)[CH:13]([CH3:17])[CH:12]([C:29]1[CH:30]=[CH:31][C:32]([O:35][CH3:36])=[CH:33][CH:34]=1)[CH:11]1[CH:6]2[CH2:7][CH2:8][CH2:9][CH2:10]1. The catalyst class is: 13.